Task: Predict the product of the given reaction.. Dataset: Forward reaction prediction with 1.9M reactions from USPTO patents (1976-2016) (1) Given the reactants [CH2:1]([O:3][C:4]([C:6]1[NH:7][C:8]2[C:13]([C:14]=1[CH:15]=[O:16])=[CH:12][C:11]([F:17])=[CH:10][CH:9]=2)=[O:5])[CH3:2].Br[CH2:19][C:20]1[C:21]2[CH:28]=[C:27]([F:29])[CH:26]=[CH:25][C:22]=2[S:23][CH:24]=1, predict the reaction product. The product is: [CH2:1]([O:3][C:4]([C:6]1[N:7]([CH2:19][C:20]2[C:21]3[CH:28]=[C:27]([F:29])[CH:26]=[CH:25][C:22]=3[S:23][CH:24]=2)[C:8]2[C:13]([C:14]=1[CH:15]=[O:16])=[CH:12][C:11]([F:17])=[CH:10][CH:9]=2)=[O:5])[CH3:2]. (2) Given the reactants [C:1]([NH:11][CH2:12][CH2:13][C:14]([OH:16])=O)([O:3][CH2:4][C:5]1[CH:10]=[CH:9][CH:8]=[CH:7][CH:6]=1)=[O:2].C(N1C=CN=C1)(N1C=CN=C1)=O.C[S:30]([NH2:33])(=[O:32])=[O:31].[CH2:34]1CCN2C(=NCCC2)CC1, predict the reaction product. The product is: [CH3:34][N:11]([C:1]([O:3][CH2:4][C:5]1[CH:6]=[CH:7][CH:8]=[CH:9][CH:10]=1)=[O:2])[CH2:12][CH2:13][C:14]([S:30]([NH2:33])(=[O:32])=[O:31])=[O:16].